From a dataset of Peptide-MHC class II binding affinity with 134,281 pairs from IEDB. Regression. Given a peptide amino acid sequence and an MHC pseudo amino acid sequence, predict their binding affinity value. This is MHC class II binding data. (1) The peptide sequence is MRNVFDDVVPADFKV. The MHC is DRB1_0405 with pseudo-sequence DRB1_0405. The binding affinity (normalized) is 0.315. (2) The peptide sequence is NIWADDLAASLSTLE. The MHC is HLA-DPA10103-DPB10401 with pseudo-sequence HLA-DPA10103-DPB10401. The binding affinity (normalized) is 0.235. (3) The peptide sequence is TLLYPLFNLWGPAFHER. The MHC is DRB1_0401 with pseudo-sequence DRB1_0401. The binding affinity (normalized) is 0.124. (4) The peptide sequence is DGQGKAVWGKNSCAK. The MHC is HLA-DQA10401-DQB10402 with pseudo-sequence HLA-DQA10401-DQB10402. The binding affinity (normalized) is 0. (5) The peptide sequence is LTQPLQQLTSLFSQV. The MHC is DRB1_1302 with pseudo-sequence DRB1_1302. The binding affinity (normalized) is 0.343. (6) The peptide sequence is GGSLRLSCAASGFTF. The MHC is DRB1_0802 with pseudo-sequence DRB1_0802. The binding affinity (normalized) is 0.378. (7) The peptide sequence is CAVVIIGVLHQNFKD. The MHC is DRB1_0701 with pseudo-sequence DRB1_0701. The binding affinity (normalized) is 0.556.